This data is from Peptide-MHC class II binding affinity with 134,281 pairs from IEDB. The task is: Regression. Given a peptide amino acid sequence and an MHC pseudo amino acid sequence, predict their binding affinity value. This is MHC class II binding data. (1) The peptide sequence is YDKFLANVSTVLSGK. The MHC is DRB1_0802 with pseudo-sequence DRB1_0802. The binding affinity (normalized) is 0.927. (2) The MHC is DRB5_0101 with pseudo-sequence DRB5_0101. The peptide sequence is IAYQEDEFFECFKYL. The binding affinity (normalized) is 0.446. (3) The peptide sequence is VAANRIQLLALIATN. The MHC is DRB1_0301 with pseudo-sequence DRB1_0301. The binding affinity (normalized) is 0.